Dataset: Catalyst prediction with 721,799 reactions and 888 catalyst types from USPTO. Task: Predict which catalyst facilitates the given reaction. (1) Reactant: [N:1]1[C:9]2[CH:8]([NH2:10])[CH2:7][CH2:6][C:5]=2[CH:4]=[CH:3][CH:2]=1.[CH3:11][CH2:12][O:13]C(C)=O.[NH4+].[OH-]. Product: [N:1]1[C:9]2[C@H:8]([NH:10][C:12](=[O:13])[CH3:11])[CH2:7][CH2:6][C:5]=2[CH:4]=[CH:3][CH:2]=1. The catalyst class is: 61. (2) Reactant: C([O:4][C@H:5]1[CH2:9][C@@H:8]([OH:10])[CH:7]=[CH:6]1)(=O)C.N1C=CN=C1.[Si:16](Cl)([C:19]([CH3:22])([CH3:21])[CH3:20])([CH3:18])[CH3:17].C(=O)([O-])[O-].[K+].[K+]. Product: [C:19]([Si:16]([CH3:18])([CH3:17])[O:4][C@@H:5]1[CH2:9][C@H:8]([OH:10])[CH:7]=[CH:6]1)([CH3:22])([CH3:21])[CH3:20]. The catalyst class is: 7. (3) Reactant: [Li]CCCC.[Cl:6][C:7]1[C:16]2[C:11](=[CH:12][CH:13]=[C:14](C(C3C(C)=NC(C)=CC=3)O)[CH:15]=2)[N:10]=[C:9]([O:27][CH3:28])[C:8]=1[CH2:29][C:30]1[CH:35]=[CH:34][C:33]([C:36]([F:39])([F:38])[F:37])=[CH:32][CH:31]=1.[CH3:40][N:41]1[C:45]([C:46]([C:48]2[N:52]([CH3:53])[CH:51]=[N:50][CH:49]=2)=[O:47])=[CH:44][N:43]=[CH:42]1.[NH4+].[Cl-]. Product: [Cl:6][C:7]1[C:16]2[C:11](=[CH:12][CH:13]=[C:14]([C:46]([C:45]3[N:41]([CH3:40])[CH:42]=[N:43][CH:44]=3)([C:48]3[N:52]([CH3:53])[CH:51]=[N:50][CH:49]=3)[OH:47])[CH:15]=2)[N:10]=[C:9]([O:27][CH3:28])[C:8]=1[CH2:29][C:30]1[CH:35]=[CH:34][C:33]([C:36]([F:39])([F:37])[F:38])=[CH:32][CH:31]=1. The catalyst class is: 20.